From a dataset of Catalyst prediction with 721,799 reactions and 888 catalyst types from USPTO. Predict which catalyst facilitates the given reaction. Reactant: [C:1]([C:4]1([C:7]([O:9][CH2:10][CH3:11])=[O:8])[CH2:6][CH2:5]1)(=[O:3])[CH3:2].[Br:12]Br.O. Product: [Br:12][CH2:2][C:1]([C:4]1([C:7]([O:9][CH2:10][CH3:11])=[O:8])[CH2:6][CH2:5]1)=[O:3]. The catalyst class is: 8.